From a dataset of Full USPTO retrosynthesis dataset with 1.9M reactions from patents (1976-2016). Predict the reactants needed to synthesize the given product. (1) Given the product [CH3:38][C:37]([NH:40][CH:41]1[CH:42]([OH:43])[O:44][CH:45]([CH2:50][OH:51])[CH:46]([OH:49])[CH:47]1[OH:48])=[O:39], predict the reactants needed to synthesize it. The reactants are: O=C[C@@H]([C@H]([C@H]([C@@H](CO)O)O)O)O.O=C[C@H]([C@H]([C@@H]([C@@H](CO)O)O)O)O.C(O)C1OC(O)C(O)C(O)C1O.[C:37]([NH:40][C@@H:41]1[C@@H:47]([OH:48])[C@H:46]([OH:49])[C@@H:45]([CH2:50][OH:51])[O:44][CH:42]1[OH:43])(=[O:39])[CH3:38].C(N[C@@H]1[C@@H](O)[C@@H](O)[C@@H](CO)OC1O)(=O)C. (2) Given the product [F:8][C:6]1[CH:5]=[C:4]([CH2:9][C:10]([NH:12][C@H:13]([C:15]([NH:19][C@@H:20]([CH2:25][C:26]2[C:35]3[C:30](=[CH:31][CH:32]=[CH:33][CH:34]=3)[CH:29]=[CH:28][CH:27]=2)[C:21]([O:23][CH3:24])=[O:22])=[O:17])[CH3:14])=[O:11])[CH:3]=[C:2]([F:1])[CH:7]=1, predict the reactants needed to synthesize it. The reactants are: [F:1][C:2]1[CH:3]=[C:4]([CH2:9][C:10]([NH:12][C@H:13]([C:15]([OH:17])=O)[CH3:14])=[O:11])[CH:5]=[C:6]([F:8])[CH:7]=1.Cl.[NH2:19][C@@H:20]([CH2:25][C:26]1[C:35]2[C:30](=[CH:31][CH:32]=[CH:33][CH:34]=2)[CH:29]=[CH:28][CH:27]=1)[C:21]([O:23][CH3:24])=[O:22]. (3) Given the product [F:1][C:2]([CH:14]1[CH2:19][CH2:18][N:17]([C:20]([NH:22][C:23]2[CH:27]=[N:26][N:25]([CH3:28])[CH:24]=2)=[O:21])[CH2:16][CH2:15]1)([S:4]([C:7]1[CH:12]=[CH:11][CH:10]=[C:9]([F:13])[CH:8]=1)(=[O:5])=[O:6])[CH3:3], predict the reactants needed to synthesize it. The reactants are: [F:1][C:2]([CH:14]1[CH2:19][CH2:18][N:17]([C:20]([NH:22][C:23]2[CH:24]=[N:25][NH:26][CH:27]=2)=[O:21])[CH2:16][CH2:15]1)([S:4]([C:7]1[CH:12]=[CH:11][CH:10]=[C:9]([F:13])[CH:8]=1)(=[O:6])=[O:5])[CH3:3].[C:28]([O-])([O-])=O.[K+].[K+].IC. (4) The reactants are: [CH2:1]([O:3][C:4]([C:6]1[CH:7]=[C:8]([CH:12]=[C:13]([N+:15]([O-])=O)[CH:14]=1)[C:9]([OH:11])=[O:10])=[O:5])[CH3:2]. Given the product [NH2:15][C:13]1[CH:12]=[C:8]([CH:7]=[C:6]([C:4]([O:3][CH2:1][CH3:2])=[O:5])[CH:14]=1)[C:9]([OH:11])=[O:10], predict the reactants needed to synthesize it. (5) Given the product [Cl:1][C:2]1[CH:3]=[CH:4][C:5]([CH2:6][CH2:7][NH:8][C:9]([C:11]2[CH:33]=[CH:32][C:14]([O:15][C:16]3[CH:25]=[C:24]4[C:19]([CH:20]([C:26]([OH:28])=[O:27])[CH2:21][CH2:22][O:23]4)=[CH:18][C:17]=3[C:30]#[N:31])=[C:13]([CH3:34])[CH:12]=2)=[O:10])=[CH:35][CH:36]=1, predict the reactants needed to synthesize it. The reactants are: [Cl:1][C:2]1[CH:36]=[CH:35][C:5]([CH2:6][CH2:7][NH:8][C:9]([C:11]2[CH:33]=[CH:32][C:14]([O:15][C:16]3[CH:25]=[C:24]4[C:19]([CH:20]([C:26]([O:28]C)=[O:27])[CH2:21][CH2:22][O:23]4)=[CH:18][C:17]=3[C:30]#[N:31])=[C:13]([CH3:34])[CH:12]=2)=[O:10])=[CH:4][CH:3]=1.[Li+].[OH-].C(O)(=O)C. (6) Given the product [C:1]([NH:18][C@H:19]([C:23]([O:25][CH2:26][CH:27]([O:40][C:41](=[O:59])[CH2:42][CH2:43][CH2:44][CH2:45][CH2:46][CH2:47][CH2:48][CH2:49][CH2:50][CH2:51][CH2:52][CH2:53][CH2:54][CH2:55][CH2:56][CH2:57][CH3:58])[CH2:28][CH2:29][C:30]([OH:32])=[O:31])=[O:24])[CH:20]([CH3:22])[CH3:21])([O:3][CH2:4][CH:5]1[C:17]2[C:12](=[CH:13][CH:14]=[CH:15][CH:16]=2)[C:11]2[C:6]1=[CH:7][CH:8]=[CH:9][CH:10]=2)=[O:2], predict the reactants needed to synthesize it. The reactants are: [C:1]([NH:18][C@H:19]([C:23]([O:25][CH2:26][CH:27]([O:40][C:41](=[O:59])[CH2:42][CH2:43][CH2:44][CH2:45][CH2:46][CH2:47][CH2:48][CH2:49][CH2:50][CH2:51][CH2:52][CH2:53][CH2:54][CH2:55][CH2:56][CH2:57][CH3:58])[CH:28]=[CH:29][C:30]([O:32]CC1C=CC=CC=1)=[O:31])=[O:24])[CH:20]([CH3:22])[CH3:21])([O:3][CH2:4][CH:5]1[C:17]2[C:12](=[CH:13][CH:14]=[CH:15][CH:16]=2)[C:11]2[C:6]1=[CH:7][CH:8]=[CH:9][CH:10]=2)=[O:2]. (7) Given the product [C:1]([O:5][C:6](=[O:19])[NH:7][CH2:8][CH2:9][C:10]1[CH:15]=[C:14]([F:16])[C:13]([O:17][C:21]2[CH:28]=[CH:27][C:24]([C:25]#[N:26])=[CH:23][N:22]=2)=[C:12]([F:18])[CH:11]=1)([CH3:4])([CH3:2])[CH3:3], predict the reactants needed to synthesize it. The reactants are: [C:1]([O:5][C:6](=[O:19])[NH:7][CH2:8][CH2:9][C:10]1[CH:15]=[C:14]([F:16])[C:13]([OH:17])=[C:12]([F:18])[CH:11]=1)([CH3:4])([CH3:3])[CH3:2].Cl[C:21]1[CH:28]=[CH:27][C:24]([C:25]#[N:26])=[CH:23][N:22]=1.[H-].[Na+].O.